This data is from Full USPTO retrosynthesis dataset with 1.9M reactions from patents (1976-2016). The task is: Predict the reactants needed to synthesize the given product. (1) Given the product [ClH:25].[CH3:22][O:5][C:4](=[O:6])[CH2:3][CH:2]([NH2:1])[C:7]1[CH:12]=[CH:11][C:10]([O:13][CH:14]([F:16])[F:15])=[C:9]([O:17][CH2:18][CH:19]2[CH2:21][CH2:20]2)[CH:8]=1, predict the reactants needed to synthesize it. The reactants are: [NH2:1][CH:2]([C:7]1[CH:12]=[CH:11][C:10]([O:13][CH:14]([F:16])[F:15])=[C:9]([O:17][CH2:18][CH:19]2[CH2:21][CH2:20]2)[CH:8]=1)[CH2:3][C:4]([OH:6])=[O:5].[C:22]([Cl:25])(=O)C. (2) Given the product [ClH:53].[ClH:53].[ClH:53].[ClH:53].[ClH:53].[C:1]([N:4]1[CH2:5][CH2:6][N:7]([CH2:10][C:11]2[CH:16]=[CH:15][C:14]([CH2:17][N:18]3[CH2:31][CH2:30][CH2:29][NH:28][CH2:27][CH2:26][NH:25][CH2:24][CH2:23][CH2:22][NH:21][CH2:20][CH2:19]3)=[CH:13][CH:12]=2)[CH2:8][CH2:9]1)(=[O:3])[CH3:2], predict the reactants needed to synthesize it. The reactants are: [C:1]([N:4]1[CH2:9][CH2:8][N:7]([CH2:10][C:11]2[CH:16]=[CH:15][C:14]([CH2:17][N:18]3[CH2:31][CH2:30][CH2:29][N:28](C(OC(C)(C)C)=O)[CH2:27][CH2:26][N:25](C(OC(C)(C)C)=O)[CH2:24][CH2:23][CH2:22][N:21](C(OC(C)(C)C)=O)[CH2:20][CH2:19]3)=[CH:13][CH:12]=2)[CH2:6][CH2:5]1)(=[O:3])[CH3:2].[ClH:53]. (3) The reactants are: [C:1]([N:8]1[CH2:13][CH2:12][NH:11][CH2:10][CH2:9]1)([O:3][C:4]([CH3:7])([CH3:6])[CH3:5])=[O:2].[Cl:14][C:15]1[N:16]=[C:17]([C:24]#[N:25])[C:18]([C:22]#[N:23])=[N:19][C:20]=1Cl. Given the product [C:4]([O:3][C:1]([N:8]1[CH2:9][CH2:10][N:11]([C:20]2[C:15]([Cl:14])=[N:16][C:17]([C:24]#[N:25])=[C:18]([C:22]#[N:23])[N:19]=2)[CH2:12][CH2:13]1)=[O:2])([CH3:7])([CH3:6])[CH3:5], predict the reactants needed to synthesize it. (4) Given the product [NH2:1][C:2]1[C:7]([CH:8]=[O:9])=[C:6]([CH:10]2[CH2:12][CH2:11]2)[N:5]=[C:4]([N:14]2[CH:18]=[C:17]([C:19]([O:21][CH2:22][CH3:23])=[O:20])[CH:16]=[N:15]2)[CH:3]=1, predict the reactants needed to synthesize it. The reactants are: [NH2:1][C:2]1[C:7]([CH:8]=[O:9])=[C:6]([CH:10]2[CH2:12][CH2:11]2)[N:5]=[C:4](Cl)[CH:3]=1.[NH:14]1[CH:18]=[C:17]([C:19]([O:21][CH2:22][CH3:23])=[O:20])[CH:16]=[N:15]1.C(=O)([O-])[O-].[Cs+].[Cs+].O.